From a dataset of NCI-60 drug combinations with 297,098 pairs across 59 cell lines. Regression. Given two drug SMILES strings and cell line genomic features, predict the synergy score measuring deviation from expected non-interaction effect. Drug 1: C1=C(C(=O)NC(=O)N1)N(CCCl)CCCl. Drug 2: CC1=C(C(=O)C2=C(C1=O)N3CC4C(C3(C2COC(=O)N)OC)N4)N. Cell line: IGROV1. Synergy scores: CSS=38.7, Synergy_ZIP=1.89, Synergy_Bliss=1.55, Synergy_Loewe=5.45, Synergy_HSA=6.77.